This data is from Forward reaction prediction with 1.9M reactions from USPTO patents (1976-2016). The task is: Predict the product of the given reaction. (1) Given the reactants [F:1][C:2]1[CH:3]=[C:4]([CH:24]=[CH:25][C:26]=1[C:27]1[O:28][C:29]([CH3:32])=[N:30][N:31]=1)[O:5][CH2:6][CH2:7][C@H:8]1[CH2:10][C@H:9]1[CH:11]1[CH2:16][CH2:15][N:14]([C:17](OC(C)(C)C)=O)[CH2:13][CH2:12]1.C(O)(C(F)(F)F)=O.ClC1[N:46]=[CH:45][C:44]([CH3:47])=[CH:43][N:42]=1.C1CCN2C(=NCCC2)CC1, predict the reaction product. The product is: [CH3:47][C:44]1[CH:43]=[N:42][C:17]([N:14]2[CH2:13][CH2:12][CH:11]([C@@H:9]3[CH2:10][C@@H:8]3[CH2:7][CH2:6][O:5][C:4]3[CH:24]=[CH:25][C:26]([C:27]4[O:28][C:29]([CH3:32])=[N:30][N:31]=4)=[C:2]([F:1])[CH:3]=3)[CH2:16][CH2:15]2)=[N:46][CH:45]=1. (2) Given the reactants [F:1][C:2]1[CH:24]=[CH:23][C:5]([CH:6]=[C:7]2[CH2:16][CH2:15][C:14]3[CH:13]=[C:12]([C:17]([O:19]CC)=[O:18])[CH:11]=[CH:10][C:9]=3[C:8]2=O)=[CH:4][CH:3]=1.[NH:25]([C:27]1[CH:28]=[C:29]2[C:34](=[CH:35][CH:36]=1)[C:33](=[O:37])[NH:32][CH2:31][CH2:30]2)[NH2:26].C(O)C.[O-]CC.[Na+], predict the reaction product. The product is: [F:1][C:2]1[CH:24]=[CH:23][C:5]([CH:6]2[CH:7]3[C:8]([C:9]4[CH:10]=[CH:11][C:12]([C:17]([OH:19])=[O:18])=[CH:13][C:14]=4[CH2:15][CH2:16]3)=[N:26][N:25]2[C:27]2[CH:28]=[C:29]3[C:34](=[CH:35][CH:36]=2)[C:33](=[O:37])[NH:32][CH2:31][CH2:30]3)=[CH:4][CH:3]=1. (3) The product is: [F:15][C:16]1[CH:17]=[C:18]([CH:19]=[C:20]([F:22])[CH:21]=1)[CH2:23][CH:24]([NH:28][C:29](=[O:35])[CH3:36])[CH:25]([OH:26])[CH2:27][NH:1][C:2]1[C:11]2[C:6](=[CH:7][CH:8]=[C:9]([CH2:12][CH3:13])[CH:10]=2)[O:5][CH2:4][C:3]=1[OH:14]. Given the reactants [NH2:1][C:2]1[C:11]2[C:6](=[CH:7][CH:8]=[C:9]([CH2:12][CH3:13])[CH:10]=2)[O:5][CH2:4][C:3]=1[OH:14].[F:15][C:16]1[CH:17]=[C:18]([CH2:23][C@H:24]([NH:28][C:29](=[O:35])OC(C)(C)C)[C@H:25]2[CH2:27][O:26]2)[CH:19]=[C:20]([F:22])[CH:21]=1.[CH3:36]N(C(ON1N=NC2C=CC=CC1=2)=[N+](C)C)C.F[P-](F)(F)(F)(F)F, predict the reaction product. (4) The product is: [F:8][C:6]1[CH:5]=[CH:4][C:3]([N+:9]([O-:11])=[O:10])=[C:2]([CH:7]=1)[O:21][C@H:13]1[C@H:14]2[O:19][CH2:18][C@@H:17]([OH:20])[C@H:15]2[O:16][CH2:12]1. Given the reactants F[C:2]1[CH:7]=[C:6]([F:8])[CH:5]=[CH:4][C:3]=1[N+:9]([O-:11])=[O:10].[CH2:12]1[O:16][C@@H:15]2[C@H:17]([OH:20])[CH2:18][O:19][C@@H:14]2[C@@H:13]1[OH:21].[Li+].C[Si]([N-][Si](C)(C)C)(C)C.Cl, predict the reaction product. (5) Given the reactants C[O:2][C:3](=[O:39])[C:4]1[CH:9]=[CH:8][C:7]([O:10][C:11]2[CH:16]=[CH:15][C:14]([N:17]([CH:28]3[CH2:33][CH2:32][N:31]([CH:34]([CH3:38])[CH2:35][CH2:36][NH2:37])[CH2:30][CH2:29]3)[CH2:18][C:19]3[CH:24]=[C:23]([C:25]#[N:26])[CH:22]=[CH:21][C:20]=3[F:27])=[CH:13][CH:12]=2)=[CH:6][CH:5]=1.[CH3:40][C:41]1[CH:49]=[CH:48][CH:47]=[C:46]([CH3:50])[C:42]=1[C:43](O)=[O:44], predict the reaction product. The product is: [C:25]([C:23]1[CH:22]=[CH:21][C:20]([F:27])=[C:19]([CH:24]=1)[CH2:18][N:17]([CH:28]1[CH2:33][CH2:32][N:31]([CH:34]([CH3:38])[CH2:35][CH2:36][NH:37][C:43](=[O:44])[C:42]2[C:46]([CH3:50])=[CH:47][CH:48]=[CH:49][C:41]=2[CH3:40])[CH2:30][CH2:29]1)[C:14]1[CH:15]=[CH:16][C:11]([O:10][C:7]2[CH:8]=[CH:9][C:4]([C:3]([OH:2])=[O:39])=[CH:5][CH:6]=2)=[CH:12][CH:13]=1)#[N:26]. (6) Given the reactants [C:1]([N:8]1[CH2:14][CH2:13][CH2:12][NH:11][CH2:10][CH2:9]1)([O:3][C:4]([CH3:7])([CH3:6])[CH3:5])=[O:2].[CH3:15][S:16](Cl)(=[O:18])=[O:17], predict the reaction product. The product is: [C:4]([O:3][C:1]([N:8]1[CH2:14][CH2:13][CH2:12][N:11]([S:16]([CH3:15])(=[O:18])=[O:17])[CH2:10][CH2:9]1)=[O:2])([CH3:7])([CH3:6])[CH3:5]. (7) Given the reactants [F-].C([N+](CCCC)(CCCC)CCCC)CCC.[CH3:19][O:20][C:21]1[N:26]=[CH:25][C:24]([C:27](=[O:29])[CH3:28])=[CH:23][CH:22]=1.[F:30][C:31]([Si](C)(C)C)([F:33])[F:32].[NH4+].[Cl-], predict the reaction product. The product is: [F:30][C:31]([F:33])([F:32])[C:27]([C:24]1[CH:25]=[N:26][C:21]([O:20][CH3:19])=[CH:22][CH:23]=1)([OH:29])[CH3:28].